From a dataset of TCR-epitope binding with 47,182 pairs between 192 epitopes and 23,139 TCRs. Binary Classification. Given a T-cell receptor sequence (or CDR3 region) and an epitope sequence, predict whether binding occurs between them. (1) The epitope is VLAWLYAAV. The TCR CDR3 sequence is CASSQGATQGNEQFF. Result: 1 (the TCR binds to the epitope). (2) The epitope is KLVALGINAV. The TCR CDR3 sequence is CASSLGVAGSDTQYF. Result: 0 (the TCR does not bind to the epitope). (3) The epitope is NLWNTFTRL. The TCR CDR3 sequence is CASREPSGRADEQFF. Result: 0 (the TCR does not bind to the epitope). (4) The epitope is WICLLQFAY. The TCR CDR3 sequence is CASSPLAGGSYEQYF. Result: 1 (the TCR binds to the epitope).